From a dataset of Drug half-life prediction data from Obach et al.. Regression/Classification. Given a drug SMILES string, predict its absorption, distribution, metabolism, or excretion properties. Task type varies by dataset: regression for continuous measurements (e.g., permeability, clearance, half-life) or binary classification for categorical outcomes (e.g., BBB penetration, CYP inhibition). For this dataset (half_life_obach), we predict log10(half-life) (log10 of half-life in hours). (1) The drug is Nc1nc(F)nc2c1ncn2[C@@H]1O[C@H](CO)[C@@H](O)[C@@H]1O. The log10(half-life) is 1.04. (2) The drug is CN1CC[C@]23c4c5ccc(O)c4O[C@H]2C(=O)CC[C@H]3[C@H]1C5. The log10(half-life) is 0.360.